This data is from Forward reaction prediction with 1.9M reactions from USPTO patents (1976-2016). The task is: Predict the product of the given reaction. (1) Given the reactants C([O:5][N:6]([CH2:19][CH2:20][C:21]1[CH:26]=[CH:25][CH:24]=[CH:23][CH:22]=1)[C:7]([C:9]1[N:10]=[CH:11][C:12]2[C:17]([CH:18]=1)=[CH:16][CH:15]=[CH:14][CH:13]=2)=[O:8])(C)(C)C.C(O)(C)C, predict the reaction product. The product is: [OH:5][N:6]([CH2:19][CH2:20][C:21]1[CH:26]=[CH:25][CH:24]=[CH:23][CH:22]=1)[C:7]([C:9]1[N:10]=[CH:11][C:12]2[C:17]([CH:18]=1)=[CH:16][CH:15]=[CH:14][CH:13]=2)=[O:8]. (2) Given the reactants [Br:1][C:2]1[CH:3]=[CH:4][C:5]([OH:11])=[C:6]([C:8](=[O:10])[CH3:9])[CH:7]=1.[CH3:12][C:13]([CH3:15])=O.N1CCCC1.Cl, predict the reaction product. The product is: [Br:1][C:2]1[CH:7]=[C:6]2[C:5](=[CH:4][CH:3]=1)[O:11][C:13]([CH3:15])([CH3:12])[CH2:9][C:8]2=[O:10]. (3) Given the reactants C[N:2](C)/[CH:3]=[CH:4]/[C:5]([C:7]1[C:12](=[O:13])[CH:11]=[CH:10][N:9]([C:14]2[CH:19]=[CH:18][CH:17]=[C:16]([O:20][C:21]([F:24])([F:23])[F:22])[CH:15]=2)[N:8]=1)=O.[F:26][C:27]([F:40])([F:39])[S:28]([C:31]1[CH:32]=[C:33]([NH:37]N)[CH:34]=[CH:35][CH:36]=1)(=[O:30])=[O:29], predict the reaction product. The product is: [F:39][C:27]([F:26])([F:40])[S:28]([C:31]1[CH:32]=[C:33]([N:37]2[C:5]([C:7]3[C:12](=[O:13])[CH:11]=[CH:10][N:9]([C:14]4[CH:19]=[CH:18][CH:17]=[C:16]([O:20][C:21]([F:24])([F:23])[F:22])[CH:15]=4)[N:8]=3)=[CH:4][CH:3]=[N:2]2)[CH:34]=[CH:35][CH:36]=1)(=[O:29])=[O:30]. (4) Given the reactants Cl.[NH2:2][C@H:3]1[CH2:8][CH2:7][C@H:6]([OH:9])[CH2:5][CH2:4]1.[H-].[Na+].F[C:13]1[CH:14]=[C:15]2[C:20](=[CH:21][C:22]=1[CH3:23])[C:19](=[O:24])[N:18]([CH2:25][C:26]1[CH:31]=[CH:30][C:29]([O:32][CH3:33])=[CH:28][CH:27]=1)[CH:17]=[CH:16]2, predict the reaction product. The product is: [NH2:2][C@H:3]1[CH2:8][CH2:7][C@H:6]([O:9][C:13]2[CH:14]=[C:15]3[C:20](=[CH:21][C:22]=2[CH3:23])[C:19](=[O:24])[N:18]([CH2:25][C:26]2[CH:27]=[CH:28][C:29]([O:32][CH3:33])=[CH:30][CH:31]=2)[CH:17]=[CH:16]3)[CH2:5][CH2:4]1. (5) Given the reactants [CH2:1]([O:3][C:4]([C:6]1[C:15](=[O:16])[C:14]2[C:9](=[C:10]([OH:19])[C:11]([F:18])=[C:12]([F:17])[CH:13]=2)[N:8]([CH:20]2[CH2:22][CH2:21]2)[CH:7]=1)=[O:5])[CH3:2].C(N(C(C)C)CC)(C)C.[N-]([S:33]([C:36]([F:39])([F:38])[F:37])(=[O:35])=[O:34])[S:33]([C:36]([F:39])([F:38])[F:37])(=[O:35])=[O:34], predict the reaction product. The product is: [CH2:1]([O:3][C:4]([C:6]1[C:15](=[O:16])[C:14]2[C:9](=[C:10]([O:19][S:33]([C:36]([F:39])([F:38])[F:37])(=[O:35])=[O:34])[C:11]([F:18])=[C:12]([F:17])[CH:13]=2)[N:8]([CH:20]2[CH2:21][CH2:22]2)[CH:7]=1)=[O:5])[CH3:2].